Dataset: Full USPTO retrosynthesis dataset with 1.9M reactions from patents (1976-2016). Task: Predict the reactants needed to synthesize the given product. (1) Given the product [F:1][C:2]1[CH:10]=[C:9]2[C:5]([C:6]([C:20]3[CH:21]=[N:22][N:23]([CH:25]4[CH2:26][CH2:27][CH:28]([C:31]([OH:33])=[O:32])[CH2:29][CH2:30]4)[CH:24]=3)=[CH:7][NH:8]2)=[CH:4][CH:3]=1, predict the reactants needed to synthesize it. The reactants are: [F:1][C:2]1[CH:10]=[C:9]2[C:5]([C:6]([C:20]3[CH:21]=[N:22][N:23]([CH:25]4[CH2:30][CH2:29][CH:28]([C:31]([O-:33])=[O:32])[CH2:27][CH2:26]4)[CH:24]=3)=[CH:7][N:8]2S(C2C=CC=CC=2)(=O)=O)=[CH:4][CH:3]=1.CS(OC1CC(C(OCC2C=CC=CC=2)=O)C1)(=O)=O.[OH-].[Na+]. (2) The reactants are: [CH3:1][C:2]1[CH:9]=[C:8]([CH3:10])[CH:7]=[CH:6][C:3]=1[CH:4]=O.Cl.[NH2:12][OH:13].N1C=CC=CC=1. Given the product [CH3:1][C:2]1[CH:9]=[C:8]([CH3:10])[CH:7]=[CH:6][C:3]=1[CH:4]=[N:12][OH:13], predict the reactants needed to synthesize it. (3) The reactants are: Cl.[CH3:2][S:3]([C:6]1[CH:11]=[CH:10][C:9]([NH:12]N)=[CH:8][CH:7]=1)(=[O:5])=[O:4].[N:14]12[CH2:22][CH2:21][CH:18]([CH2:19][CH2:20]1)[C:17](=O)[CH2:16][CH2:15]2.Cl.O1CCOCC1. Given the product [CH3:2][S:3]([C:6]1[CH:11]=[CH:10][C:9]2[NH:12][C:17]3[CH:18]4[CH2:21][CH2:22][N:14]([CH2:15][C:16]=3[C:8]=2[CH:7]=1)[CH2:20][CH2:19]4)(=[O:5])=[O:4], predict the reactants needed to synthesize it. (4) Given the product [C:20]([O:19][C:17]([N:2]([CH2:3][CH2:4][CH2:5][C:6]([OH:8])=[O:7])[CH3:1])=[O:18])([CH3:21])([CH3:22])[CH3:23], predict the reactants needed to synthesize it. The reactants are: [CH3:1][NH:2][CH2:3][CH2:4][CH2:5][C:6]([OH:8])=[O:7].[C:17](O[C:17]([O:19][C:20]([CH3:23])([CH3:22])[CH3:21])=[O:18])([O:19][C:20]([CH3:23])([CH3:22])[CH3:21])=[O:18].[OH-].[K+]. (5) Given the product [CH3:23][N:24]1[CH2:29][CH2:28][N:27]([C:30]([C:32]2[CH:33]=[CH:34][CH:35]=[C:36]([C:2]3[CH:7]=[CH:6][N:5]=[C:4]4[CH:8]=[C:9]([C:11]5[CH:16]=[C:15]([O:17][CH3:18])[C:14]([O:19][CH3:20])=[C:13]([O:21][CH3:22])[CH:12]=5)[O:10][C:3]=34)[CH:37]=2)=[O:31])[CH2:26][CH2:25]1, predict the reactants needed to synthesize it. The reactants are: Cl[C:2]1[CH:7]=[CH:6][N:5]=[C:4]2[CH:8]=[C:9]([C:11]3[CH:16]=[C:15]([O:17][CH3:18])[C:14]([O:19][CH3:20])=[C:13]([O:21][CH3:22])[CH:12]=3)[O:10][C:3]=12.[CH3:23][N:24]1[CH2:29][CH2:28][N:27]([C:30]([C:32]2[CH:33]=[C:34](B3OC(C)(C)C(C)(C)O3)[CH:35]=[CH:36][CH:37]=2)=[O:31])[CH2:26][CH2:25]1. (6) Given the product [CH2:51]1[C:60]2[C:55](=[CH:56][CH:57]=[CH:58][C:59]=2[CH2:61][N:14]2[C:13]3[CH:18]=[C:19]([F:20])[C:10]([S:7]([N:6]([CH2:5][C:4]4[CH:26]=[CH:27][C:28]([O:30][CH3:31])=[CH:29][C:3]=4[O:2][CH3:1])[C:21]4[S:25][N:24]=[CH:23][N:22]=4)(=[O:8])=[O:9])=[CH:11][C:12]=3[O:16][C:15]2=[O:17])[CH2:54][CH2:53][C:52]21[O:63][CH2:64][CH2:65][O:66]2, predict the reactants needed to synthesize it. The reactants are: [CH3:1][O:2][C:3]1[CH:29]=[C:28]([O:30][CH3:31])[CH:27]=[CH:26][C:4]=1[CH2:5][N:6]([C:21]1[S:25][N:24]=[CH:23][N:22]=1)[S:7]([C:10]1[C:19]([F:20])=[CH:18][C:13]2[NH:14][C:15](=[O:17])[O:16][C:12]=2[CH:11]=1)(=[O:9])=[O:8].C1(P(C2C=CC=CC=2)C2C=CC=CC=2)C=CC=CC=1.[CH2:51]1[C:60]2[C:55](=[CH:56][CH:57]=[CH:58][C:59]=2[CH2:61]O)[CH2:54][CH2:53][C:52]21[O:66][CH2:65][CH2:64][O:63]2.C1COCC1. (7) Given the product [Br:11][C:12]1[CH:17]=[CH:16][C:15]([C:8]([C:3]2[CH:4]=[CH:5][CH:6]=[CH:7][N:2]=2)=[O:9])=[C:14]([F:20])[CH:13]=1, predict the reactants needed to synthesize it. The reactants are: Cl.[N:2]1[CH:7]=[CH:6][CH:5]=[CH:4][C:3]=1[C:8](Cl)=[O:9].[Br:11][C:12]1[CH:17]=[CH:16][C:15]([Zn]I)=[C:14]([F:20])[CH:13]=1.[Cl-].[NH4+].